This data is from Forward reaction prediction with 1.9M reactions from USPTO patents (1976-2016). The task is: Predict the product of the given reaction. (1) Given the reactants [N+:1]([C:4]1[C:12]2[N:11]=[CH:10][N:9]([C:13]([O:15][C:16]([CH3:19])([CH3:18])[CH3:17])=[O:14])[C:8]=2[CH:7]=[CH:6][CH:5]=1)([O-])=O, predict the reaction product. The product is: [NH2:1][C:4]1[C:12]2[N:11]=[CH:10][N:9]([C:13]([O:15][C:16]([CH3:19])([CH3:18])[CH3:17])=[O:14])[C:8]=2[CH:7]=[CH:6][CH:5]=1. (2) Given the reactants [F:1][C:2]([F:35])([F:34])[C:3]1[CH:4]=[C:5]([C:13]([N:15]2[CH2:20][CH2:19][C@H:18]([N:21]3[CH2:26][CH2:25][NH:24][CH2:23][CH2:22]3)[C@H:17]([C:27]3[CH:32]=[CH:31][C:30]([F:33])=[CH:29][CH:28]=3)[CH2:16]2)=[O:14])[CH:6]=[C:7]([C:9]([F:12])([F:11])[F:10])[CH:8]=1.[CH:36]1([C:39](Cl)=[O:40])[CH2:38][CH2:37]1, predict the reaction product. The product is: [F:11][C:9]([F:10])([F:12])[C:7]1[CH:6]=[C:5]([C:13]([N:15]2[CH2:20][CH2:19][C@H:18]([N:21]3[CH2:22][CH2:23][N:24]([C:39]([CH:36]4[CH2:38][CH2:37]4)=[O:40])[CH2:25][CH2:26]3)[C@H:17]([C:27]3[CH:28]=[CH:29][C:30]([F:33])=[CH:31][CH:32]=3)[CH2:16]2)=[O:14])[CH:4]=[C:3]([C:2]([F:1])([F:34])[F:35])[CH:8]=1. (3) Given the reactants [Br:1][C:2]1[CH:11]=[CH:10][C:5]2[NH:6][C:7]([CH3:9])=[N:8][C:4]=2[CH:3]=1.[CH3:12][C:13]([O:16][C:17](O[C:17]([O:16][C:13]([CH3:15])([CH3:14])[CH3:12])=[O:18])=[O:18])([CH3:15])[CH3:14], predict the reaction product. The product is: [Br:1][C:2]1[CH:11]=[CH:10][C:5]2[N:6]([C:17]([O:16][C:13]([CH3:15])([CH3:14])[CH3:12])=[O:18])[C:7]([CH3:9])=[N:8][C:4]=2[CH:3]=1. (4) Given the reactants C[O:2][C:3](=[O:20])[CH2:4][C:5]1[CH:10]=[CH:9][CH:8]=[CH:7][C:6]=1[CH2:11][NH:12][C:13]([O:15][C:16]([CH3:19])([CH3:18])[CH3:17])=[O:14].O.[OH-].[Li+], predict the reaction product. The product is: [C:16]([O:15][C:13]([NH:12][CH2:11][C:6]1[CH:7]=[CH:8][CH:9]=[CH:10][C:5]=1[CH2:4][C:3]([OH:20])=[O:2])=[O:14])([CH3:19])([CH3:17])[CH3:18]. (5) Given the reactants [I:1][C:2]1[CH:28]=[CH:27][C:5]2[N:6]=[C:7]([C:9]3[CH:14]=[CH:13][C:12]([C:15]4[CH:19]=[CH:18][N:17](C(OC(C)(C)C)=O)[N:16]=4)=[CH:11][CH:10]=3)[O:8][C:4]=2[CH:3]=1.[OH-].[Na+], predict the reaction product. The product is: [I:1][C:2]1[CH:28]=[CH:27][C:5]2[N:6]=[C:7]([C:9]3[CH:14]=[CH:13][C:12]([C:15]4[CH:19]=[CH:18][NH:17][N:16]=4)=[CH:11][CH:10]=3)[O:8][C:4]=2[CH:3]=1. (6) Given the reactants [Cl:1][C:2]1[CH:7]=[CH:6][C:5]([C@H:8]([NH:11][C:12]2[CH:13]=[C:14]([CH:17]=[CH:18][CH:19]=2)[CH:15]=[O:16])[CH2:9][CH3:10])=[CH:4][C:3]=1[CH3:20].[CH3:21][Mg]Br, predict the reaction product. The product is: [Cl:1][C:2]1[CH:7]=[CH:6][C:5]([C@H:8]([NH:11][C:12]2[CH:13]=[C:14]([CH:15]([OH:16])[CH3:21])[CH:17]=[CH:18][CH:19]=2)[CH2:9][CH3:10])=[CH:4][C:3]=1[CH3:20]. (7) Given the reactants [Cl:1][C:2]1[CH:27]=[CH:26][C:5]([O:6][C:7]2[CH:12]=[CH:11][C:10]([C:13]3[C:17]4[CH:18]=[C:19]([OH:22])[CH:20]=[CH:21][C:16]=4[O:15][CH:14]=3)=[C:9]([CH2:23][CH2:24][CH3:25])[CH:8]=2)=[CH:4][CH:3]=1.[C:28]([O:33]C)(=[O:32])[C@@H:29]([CH3:31])O, predict the reaction product. The product is: [Cl:1][C:2]1[CH:27]=[CH:26][C:5]([O:6][C:7]2[CH:12]=[CH:11][C:10]([C:13]3[C:17]4[CH:18]=[C:19]([O:22][C@@H:29]([CH3:31])[C:28]([OH:33])=[O:32])[CH:20]=[CH:21][C:16]=4[O:15][CH:14]=3)=[C:9]([CH2:23][CH2:24][CH3:25])[CH:8]=2)=[CH:4][CH:3]=1.